The task is: Predict the product of the given reaction.. This data is from Forward reaction prediction with 1.9M reactions from USPTO patents (1976-2016). (1) Given the reactants [CH3:1][N:2]1[CH:6]=[C:5]([N+:7]([O-])=O)[CH:4]=[C:3]1[C:10]([OH:12])=[O:11].C(=O)([O-])[O-].[Na+].[Na+].[C:19]1([S:25](Cl)(=[O:27])=[O:26])[CH:24]=[CH:23][CH:22]=[CH:21][CH:20]=1, predict the reaction product. The product is: [CH3:1][N:2]1[CH:6]=[C:5]([NH:7][S:25]([C:19]2[CH:24]=[CH:23][CH:22]=[CH:21][CH:20]=2)(=[O:27])=[O:26])[CH:4]=[C:3]1[C:10]([OH:12])=[O:11]. (2) Given the reactants [Br:1][C:2]1[CH:7]=[CH:6][C:5]([C:8]([CH:14]2[CH2:18][CH2:17][CH2:16][CH2:15]2)([CH3:13])[C:9]([O:11][CH3:12])=[O:10])=[CH:4][CH:3]=1.OC1[CH2:25][CH2:24][N:23]([CH3:26])[CH2:22][CH2:21]1, predict the reaction product. The product is: [Br:1][C:2]1[CH:3]=[CH:4][C:5]([C:8]([CH:14]2[CH2:15][CH2:16][CH2:17][CH2:18]2)([CH3:13])[C:9]([O:11][CH:12]2[CH2:25][CH2:24][N:23]([CH3:26])[CH2:22][CH2:21]2)=[O:10])=[CH:6][CH:7]=1. (3) The product is: [Br:7][C:8]1[CH:9]=[CH:10][C:11]([CH3:28])=[C:12]([C:14]2[C:15](=[O:16])[NH:17][C:18]3([CH2:19][CH2:20][CH2:21][CH2:22][CH2:23]3)[C:24]=2[OH:26])[CH:13]=1. Given the reactants CC(C)([O-])C.[K+].[Br:7][C:8]1[CH:9]=[CH:10][C:11]([CH3:28])=[C:12]([CH2:14][C:15]([NH:17][C:18]2([C:24]([O:26]C)=O)[CH2:23][CH2:22][CH2:21][CH2:20][CH2:19]2)=[O:16])[CH:13]=1.O.Cl, predict the reaction product. (4) Given the reactants [CH3:1][O:2][C:3]1[CH:17]=[CH:16][C:6]([CH2:7]P(=O)(OCC)OCC)=[CH:5][CH:4]=1.[C:18]1([CH3:40])[CH:23]=[CH:22][C:21]([N:24]([C:33]2[CH:38]=[CH:37][C:36]([CH3:39])=[CH:35][CH:34]=2)[C:25]2[CH:32]=[CH:31][C:28]([CH:29]=O)=[CH:27][CH:26]=2)=[CH:20][CH:19]=1.CN(C)C=O.C(O[K])(C)(C)C, predict the reaction product. The product is: [CH3:1][O:2][C:3]1[CH:4]=[CH:5][C:6]([CH:7]=[CH:39][C:36]2[CH:35]=[CH:34][C:33]([N:24]([C:25]3[CH:32]=[CH:31][C:28]([CH3:29])=[CH:27][CH:26]=3)[C:21]3[CH:22]=[CH:23][C:18]([CH3:40])=[CH:19][CH:20]=3)=[CH:38][CH:37]=2)=[CH:16][CH:17]=1. (5) Given the reactants [CH3:1][O:2][C:3]1[CH:42]=[CH:41][C:6]([CH2:7][N:8]2[C:12]3=[N:13][CH:14]=[CH:15][C:16]([O:17][C:18]4[CH:23]=[CH:22][C:21]([NH2:24])=[CH:20][C:19]=4[F:25])=[C:11]3[C:10]([N:26]3[CH2:30][CH:29]4[CH2:31][N:32]([C:34]([O:36][C:37]([CH3:40])([CH3:39])[CH3:38])=[O:35])[CH2:33][CH:28]4[CH2:27]3)=[N:9]2)=[CH:5][CH:4]=1.[F:43][C:44]1[CH:49]=[CH:48][C:47]([N:50]2[C:55](=[O:56])[C:54]([C:57](O)=[O:58])=[CH:53][CH:52]=[N:51]2)=[CH:46][CH:45]=1.Cl.C(N=C=NCCCN(C)C)C.N1(O)C2C=CC=CC=2N=N1.C(N(C(C)C)C(C)C)C, predict the reaction product. The product is: [F:25][C:19]1[CH:20]=[C:21]([NH:24][C:57]([C:54]2[C:55](=[O:56])[N:50]([C:47]3[CH:48]=[CH:49][C:44]([F:43])=[CH:45][CH:46]=3)[N:51]=[CH:52][CH:53]=2)=[O:58])[CH:22]=[CH:23][C:18]=1[O:17][C:16]1[CH:15]=[CH:14][N:13]=[C:12]2[N:8]([CH2:7][C:6]3[CH:5]=[CH:4][C:3]([O:2][CH3:1])=[CH:42][CH:41]=3)[N:9]=[C:10]([N:26]3[CH2:30][CH:29]4[CH2:31][N:32]([C:34]([O:36][C:37]([CH3:39])([CH3:38])[CH3:40])=[O:35])[CH2:33][CH:28]4[CH2:27]3)[C:11]=12. (6) Given the reactants Br[C:2]1[CH:7]=[C:6]([N+:8]([O-:10])=[O:9])[CH:5]=[CH:4][C:3]=1[F:11].C([O-])(=O)C.[K+].[B:17]1([B:17]2[O:21][C:20]([CH3:23])([CH3:22])[C:19]([CH3:25])([CH3:24])[O:18]2)[O:21][C:20]([CH3:23])([CH3:22])[C:19]([CH3:25])([CH3:24])[O:18]1, predict the reaction product. The product is: [F:11][C:3]1[CH:4]=[CH:5][C:6]([N+:8]([O-:10])=[O:9])=[CH:7][C:2]=1[B:17]1[O:21][C:20]([CH3:23])([CH3:22])[C:19]([CH3:25])([CH3:24])[O:18]1. (7) The product is: [C:27]([O:31][C:32](=[O:33])[N:34]([CH2:36][C:37](=[O:38])[NH:25][CH2:24][CH2:23][C:20]1[CH:19]=[CH:18][C:17]([C:14]2[N:13]=[C:12]([C:10]3[S:11][C:7]([CH2:6][N:3]([CH2:4][CH3:5])[CH2:1][CH3:2])=[C:8]([CH3:26])[CH:9]=3)[O:16][N:15]=2)=[CH:22][CH:21]=1)[CH3:35])([CH3:30])([CH3:28])[CH3:29].[CH2:1]([N:3]([CH2:6][C:7]1[S:11][C:10]([C:12]2[O:16][N:15]=[C:14]([C:17]3[CH:18]=[CH:19][C:20]([CH2:23][CH2:24][NH:25][C:37](=[O:39])[CH2:36][NH:34][CH3:35])=[CH:21][CH:22]=3)[N:13]=2)=[CH:9][C:8]=1[CH3:26])[CH2:4][CH3:5])[CH3:2]. Given the reactants [CH2:1]([N:3]([CH2:6][C:7]1[S:11][C:10]([C:12]2[O:16][N:15]=[C:14]([C:17]3[CH:22]=[CH:21][C:20]([CH2:23][CH2:24][NH2:25])=[CH:19][CH:18]=3)[N:13]=2)=[CH:9][C:8]=1[CH3:26])[CH2:4][CH3:5])[CH3:2].[C:27]([O:31][C:32]([N:34]([CH2:36][C:37]([OH:39])=[O:38])[CH3:35])=[O:33])([CH3:30])([CH3:29])[CH3:28].C(O)(C(F)(F)F)=O, predict the reaction product.